This data is from Peptide-MHC class I binding affinity with 185,985 pairs from IEDB/IMGT. The task is: Regression. Given a peptide amino acid sequence and an MHC pseudo amino acid sequence, predict their binding affinity value. This is MHC class I binding data. (1) The peptide sequence is VTIPQIGGM. The MHC is HLA-B38:01 with pseudo-sequence HLA-B38:01. The binding affinity (normalized) is 0.0847. (2) The peptide sequence is RTYSLLNRK. The MHC is HLA-B46:01 with pseudo-sequence HLA-B46:01. The binding affinity (normalized) is 0.0847. (3) The peptide sequence is ELRQLAQSL. The MHC is HLA-B57:01 with pseudo-sequence HLA-B57:01. The binding affinity (normalized) is 0.0847. (4) The peptide sequence is VFNNYMPYVF. The MHC is Patr-A0901 with pseudo-sequence Patr-A0901. The binding affinity (normalized) is 0.109. (5) The peptide sequence is TVFYGVPAW. The MHC is HLA-B53:01 with pseudo-sequence HLA-B53:01. The binding affinity (normalized) is 0.558.